From a dataset of Reaction yield outcomes from USPTO patents with 853,638 reactions. Predict the reaction yield, written as a fraction of the theoretical maximum amount of product (1.0 means a 100% yield; for example, 0.34 means a 34% yield). (1) The reactants are [S:1]1[CH:5]=[CH:4][C:3]([CH:6]=[O:7])=[CH:2]1.[OH-].[K+].[N+:10]([CH2:12][C:13]([N:15]1[CH2:20][CH2:19][CH2:18][CH2:17][CH2:16]1)=[O:14])#[C-:11]. The catalyst is CO. The product is [S:1]1[CH:5]=[CH:4][C:3]([C@@H:6]2[O:7][CH:11]=[N:10][C@H:12]2[C:13]([N:15]2[CH2:20][CH2:19][CH2:18][CH2:17][CH2:16]2)=[O:14])=[CH:2]1. The yield is 0.990. (2) The reactants are [CH2:1]([N:3]([CH2:19][CH3:20])[CH2:4][CH2:5][N:6]1[CH2:11][CH2:10][C:9]2[NH:12][C:13]([CH:16]=O)=[C:14]([CH3:15])[C:8]=2[C:7]1=[O:18])[CH3:2].[F:21][C:22]1[CH:23]=[C:24]2[C:28](=[C:29]([NH:31][CH:32]=[O:33])[CH:30]=1)[NH:27][C:26](=[O:34])[CH2:25]2. No catalyst specified. The product is [CH2:1]([N:3]([CH2:19][CH3:20])[CH2:4][CH2:5][N:6]1[CH2:11][CH2:10][C:9]2[NH:12][C:13]([CH:16]=[C:25]3[C:24]4[C:28](=[C:29]([NH:31][CH:32]=[O:33])[CH:30]=[C:22]([F:21])[CH:23]=4)[NH:27][C:26]3=[O:34])=[C:14]([CH3:15])[C:8]=2[C:7]1=[O:18])[CH3:2]. The yield is 0.405. (3) The reactants are [C:1]([O:7][CH2:8][CH3:9])(=[O:6])[CH2:2][C:3]([O-:5])=O.C(=O)=O.CC(C)=O.[Li]CCCC.[Si:22]([O:39][CH2:40]C(Cl)=O)([C:35]([CH3:38])([CH3:37])[CH3:36])([C:29]1[CH:34]=[CH:33][CH:32]=[CH:31][CH:30]=1)[C:23]1[CH:28]=[CH:27][CH:26]=[CH:25][CH:24]=1.Cl. The catalyst is C1COCC1.C(OCC)C. The product is [Si:22]([O:39][CH2:40][C:3](=[O:5])[CH2:2][C:1]([O:7][CH2:8][CH3:9])=[O:6])([C:35]([CH3:36])([CH3:37])[CH3:38])([C:29]1[CH:30]=[CH:31][CH:32]=[CH:33][CH:34]=1)[C:23]1[CH:28]=[CH:27][CH:26]=[CH:25][CH:24]=1. The yield is 0.600. (4) The reactants are [F:1][C:2]1[CH:33]=[CH:32][C:5]([C:6](/[N:8]=[C:9]2\[NH:10][C:11]3[CH:29]=[CH:28][C:27]([CH2:30]O)=[CH:26][C:12]=3[N:13]\2[C@H:14]2[CH2:19][CH2:18][C@@H:17]([C:20](=[O:25])[NH:21][CH:22]([CH3:24])[CH3:23])[CH2:16][CH2:15]2)=[O:7])=[CH:4][CH:3]=1.S(Cl)(Cl)=O.Cl.[F:39][C:40]1([F:46])[CH2:45][CH2:44][NH:43][CH2:42][CH2:41]1. The catalyst is C(Cl)Cl. The product is [F:39][C:40]1([F:46])[CH2:45][CH2:44][N:43]([CH2:30][C:27]2[CH:28]=[CH:29][C:11]3[NH:10]/[C:9](=[N:8]\[C:6](=[O:7])[C:5]4[CH:32]=[CH:33][C:2]([F:1])=[CH:3][CH:4]=4)/[N:13]([C@H:14]4[CH2:19][CH2:18][C@@H:17]([C:20](=[O:25])[NH:21][CH:22]([CH3:24])[CH3:23])[CH2:16][CH2:15]4)[C:12]=3[CH:26]=2)[CH2:42][CH2:41]1. The yield is 0.578. (5) The reactants are [OH:1][C:2]1[CH:7]=[CH:6][CH:5]=[CH:4][C:3]=1[C:8](=[O:14])[CH2:9][C:10]([O:12][CH3:13])=[O:11].[Cl:15][C:16]1[CH:17]=[C:18]([CH:21]=[CH:22][C:23]=1[Cl:24])[CH:19]=O.N1CCCCC1.C(O)(=O)C. The catalyst is C(O)(C)C. The product is [Cl:15][C:16]1[CH:17]=[C:18]([CH:19]2[CH:9]([C:10]([O:12][CH3:13])=[O:11])[C:8](=[O:14])[C:3]3[C:2](=[CH:7][CH:6]=[CH:5][CH:4]=3)[O:1]2)[CH:21]=[CH:22][C:23]=1[Cl:24]. The yield is 0.550. (6) The reactants are Cl[C:2]1[C:11]2[C:6](=[CH:7][CH:8]=[CH:9][CH:10]=2)[N:5]=[C:4]([C:12]2[CH:17]=[CH:16][CH:15]=[CH:14][CH:13]=2)[CH:3]=1.C([S-:20])C.[Na+]. The catalyst is CN(C=O)C. The product is [C:12]1([C:4]2[CH:3]=[C:2]([SH:20])[C:11]3[C:6](=[CH:7][CH:8]=[CH:9][CH:10]=3)[N:5]=2)[CH:17]=[CH:16][CH:15]=[CH:14][CH:13]=1. The yield is 0.910. (7) The reactants are [F:1][CH:2]([F:38])[C:3]1[N:7]([C:8]2[N:13]=[C:12]([N:14]3[CH2:19][CH2:18][O:17][CH2:16][CH2:15]3)[N:11]=[C:10]([O:20][CH:21]3[CH2:26][CH2:25][N:24]([S:27]([CH:30]=[CH2:31])(=[O:29])=[O:28])[CH2:23][CH2:22]3)[N:9]=2)[C:6]2[CH:32]=[CH:33][CH:34]=[C:35]([O:36][CH3:37])[C:5]=2[N:4]=1.[NH:39]1[CH2:44][CH2:43][O:42][CH2:41][CH2:40]1. No catalyst specified. The product is [F:38][CH:2]([F:1])[C:3]1[N:7]([C:8]2[N:13]=[C:12]([N:14]3[CH2:15][CH2:16][O:17][CH2:18][CH2:19]3)[N:11]=[C:10]([O:20][CH:21]3[CH2:22][CH2:23][N:24]([S:27]([CH2:30][CH2:31][N:39]4[CH2:44][CH2:43][O:42][CH2:41][CH2:40]4)(=[O:29])=[O:28])[CH2:25][CH2:26]3)[N:9]=2)[C:6]2[CH:32]=[CH:33][CH:34]=[C:35]([O:36][CH3:37])[C:5]=2[N:4]=1. The yield is 0.810. (8) The reactants are Br[C:2]1[CH:7]=[CH:6][C:5]([NH:8][C:9](=[O:15])[O:10][C:11]([CH3:14])([CH3:13])[CH3:12])=[CH:4][C:3]=1[F:16].C[Mg+].[Br-].[Li]C(C)(C)C.[Cl:25][C:26]1[CH:27]=[C:28]([CH:31]=[CH:32][N:33]=1)[CH:29]=[O:30]. The catalyst is C1COCC1.CO. The product is [Cl:25][C:26]1[CH:27]=[C:28]([CH:29]([OH:30])[C:2]2[CH:7]=[CH:6][C:5]([NH:8][C:9](=[O:15])[O:10][C:11]([CH3:14])([CH3:13])[CH3:12])=[CH:4][C:3]=2[F:16])[CH:31]=[CH:32][N:33]=1. The yield is 0.410. (9) The reactants are [H-].[Al+3].[Li+].[H-].[H-].[H-].C[O:8][C:9](=O)[C:10]1[CH:15]=[CH:14][C:13]([N:16]2[C:20]([NH2:21])=[CH:19][C:18]([C:22]([CH3:25])([CH3:24])[CH3:23])=[N:17]2)=[CH:12][CH:11]=1. The catalyst is O1CCCC1. The product is [NH2:21][C:20]1[N:16]([C:13]2[CH:14]=[CH:15][C:10]([CH2:9][OH:8])=[CH:11][CH:12]=2)[N:17]=[C:18]([C:22]([CH3:25])([CH3:24])[CH3:23])[CH:19]=1. The yield is 0.980. (10) The product is [CH3:31][N:22]1[CH:23]=[C:24]([C:25]2[CH:32]=[CH:27][N:28]=[CH:29][CH:30]=2)[C:20]([C:17]2[CH:18]=[CH:19][C:14]([C:12]#[C:13][C:2]3[CH:11]=[CH:10][C:9]4[C:4](=[CH:5][CH:6]=[CH:7][CH:8]=4)[N:3]=3)=[CH:15][CH:16]=2)=[N:21]1. The catalyst is O1CCOCC1.Cl[Pd](Cl)([P](C1C=CC=CC=1)(C1C=CC=CC=1)C1C=CC=CC=1)[P](C1C=CC=CC=1)(C1C=CC=CC=1)C1C=CC=CC=1.[Cu]I. The yield is 0.601. The reactants are Br[C:2]1[CH:11]=[CH:10][C:9]2[C:4](=[CH:5][CH:6]=[CH:7][CH:8]=2)[N:3]=1.[C:12]([C:14]1[CH:19]=[CH:18][C:17]([C:20]2[C:24]([C:25]3[CH:30]=[CH:29][N:28]=[CH:27]N=3)=[CH:23][N:22]([CH3:31])[N:21]=2)=[CH:16][CH:15]=1)#[CH:13].[CH3:32]CN(CC)CC.O1CCOCC1.